Dataset: Reaction yield outcomes from USPTO patents with 853,638 reactions. Task: Predict the reaction yield, written as a fraction of the theoretical maximum amount of product (1.0 means a 100% yield; for example, 0.34 means a 34% yield). (1) The reactants are [NH:1]([C:3](=O)[CH:4]([NH:6][C:7](=[O:16])[C:8]1[CH:13]=[CH:12][C:11]([OH:14])=[CH:10][C:9]=1[OH:15])[CH3:5])[NH2:2].[C:18]([C:20]1[CH:25]=[CH:24][N:23]=[CH:22][CH:21]=1)#[N:19].N12CCCN=C1CCCCC2. The catalyst is C(O)CCC. The product is [OH:15][C:9]1[CH:10]=[C:11]([OH:14])[CH:12]=[CH:13][C:8]=1[C:7]([NH:6][CH:4]([C:3]1[NH:1][N:2]=[C:18]([C:20]2[CH:25]=[CH:24][N:23]=[CH:22][CH:21]=2)[N:19]=1)[CH3:5])=[O:16]. The yield is 0.0900. (2) The reactants are [N+:1]([C:4]1[C:9]2[N:10]=[C:11]([C:13]3[CH:18]=[CH:17][C:16]([CH3:19])=[CH:15][CH:14]=3)[O:12][C:8]=2[CH:7]=[CH:6][CH:5]=1)([O-])=O.[Sn](Cl)Cl.C([O-])(O)=O.[Na+]. The catalyst is C(O)C. The product is [C:16]1([CH3:19])[CH:15]=[CH:14][C:13]([C:11]2[O:12][C:8]3[C:9](=[C:4]([NH2:1])[CH:5]=[CH:6][CH:7]=3)[N:10]=2)=[CH:18][CH:17]=1. The yield is 0.650. (3) The reactants are [Cl:1][C:2]1[CH:3]=[CH:4][C:5]([CH3:18])=[C:6]([C:8]2[NH:12][N:11]=[CH:10][C:9]=2[C:13]([O:15][CH2:16][CH3:17])=[O:14])[CH:7]=1.C(=O)([O-])[O-].[Cs+].[Cs+].Br[CH2:26][CH2:27][O:28][CH3:29]. The catalyst is CN(C)C=O. The product is [Cl:1][C:2]1[CH:3]=[CH:4][C:5]([CH3:18])=[C:6]([C:8]2[C:9]([C:13]([O:15][CH2:16][CH3:17])=[O:14])=[CH:10][N:11]([CH2:26][CH2:27][O:28][CH3:29])[N:12]=2)[CH:7]=1. The yield is 0.920. (4) The reactants are [C:1]([N:4]([C:8]1[N:13]=[CH:12][C:11]([C:14]#[C:15][C:16]2[CH:17]=[N:18][N:19]3[C:24]([C:25]([F:28])([F:27])[F:26])=[CH:23][C:22]([C:29]4[CH:34]=[CH:33][C:32]([C:35]([F:38])([F:37])[F:36])=[CH:31][CH:30]=4)=[N:21][C:20]=23)=[CH:10][N:9]=1)C(=O)C)(=[O:3])[CH3:2].Cl.O. The catalyst is N.C1COCC1. The product is [F:27][C:25]([F:26])([F:28])[C:24]1[N:19]2[N:18]=[CH:17][C:16]([C:15]#[C:14][C:11]3[CH:12]=[N:13][C:8]([NH:4][C:1](=[O:3])[CH3:2])=[N:9][CH:10]=3)=[C:20]2[N:21]=[C:22]([C:29]2[CH:34]=[CH:33][C:32]([C:35]([F:36])([F:37])[F:38])=[CH:31][CH:30]=2)[CH:23]=1. The yield is 0.950. (5) The reactants are [OH:1][C:2]1[CH:9]=[CH:8][C:5]([C:6]#[N:7])=[CH:4][C:3]=1[C:10]([F:13])([F:12])[F:11].[C:14]1(P(C2C=CC=CC=2)C2C=CC=CC=2)[CH:19]=CC=C[CH:15]=1.C1C=CC(COC(/N=N/C(OCC2C=CC=CC=2)=O)=O)=CC=1.CC(O)C.C(O)(C(F)(F)F)=O.[OH-].[Na+]. The catalyst is C1COCC1. The product is [CH:14]([O:1][C:2]1[CH:9]=[CH:8][C:5]([C:6]#[N:7])=[CH:4][C:3]=1[C:10]([F:11])([F:12])[F:13])([CH3:19])[CH3:15]. The yield is 0.910. (6) The yield is 0.830. The catalyst is C1COCC1. The reactants are [CH2:1]([N:8]1[CH2:13][CH2:12][NH:11][CH2:10][CH2:9]1)[C:2]1[CH:7]=[CH:6][CH:5]=[CH:4][CH:3]=1.Cl[CH2:15][C:16]([NH:18][CH3:19])=[O:17].C(=O)([O-])[O-].[K+].[K+].CCOC(C)=O. The product is [CH2:1]([N:8]1[CH2:13][CH2:12][N:11]([CH2:15][C:16]([NH:18][CH3:19])=[O:17])[CH2:10][CH2:9]1)[C:2]1[CH:3]=[CH:4][CH:5]=[CH:6][CH:7]=1. (7) The reactants are Cl[C:2]1[C:11]([CH:12]=[O:13])=[CH:10][C:9]2[C:4](=[CH:5][C:6]([F:15])=[C:7]([Cl:14])[CH:8]=2)[N:3]=1.[OH2:16]. The catalyst is Cl. The yield is 0.930. The product is [Cl:14][C:7]1[CH:8]=[C:9]2[C:4](=[CH:5][C:6]=1[F:15])[NH:3][C:2](=[O:16])[C:11]([CH:12]=[O:13])=[CH:10]2.